This data is from Reaction yield outcomes from USPTO patents with 853,638 reactions. The task is: Predict the reaction yield, written as a fraction of the theoretical maximum amount of product (1.0 means a 100% yield; for example, 0.34 means a 34% yield). (1) The reactants are [F:1][C:2]1[CH:11]=[C:10]([NH:12][S:13]([C:16]2[CH:21]=[CH:20][C:19]([CH2:22]O)=[CH:18][CH:17]=2)(=[O:15])=[O:14])[CH:9]=[CH:8][C:3]=1[C:4]([O:6][CH3:7])=[O:5].[C:24]([BH3-])#[N:25].[Na+]. The catalyst is C(Cl)(Cl)Cl.[O-2].[O-2].[Mn+4]. The product is [F:1][C:2]1[CH:11]=[C:10]([NH:12][S:13]([C:16]2[CH:21]=[CH:20][C:19]([CH2:22][NH:25][CH3:24])=[CH:18][CH:17]=2)(=[O:15])=[O:14])[CH:9]=[CH:8][C:3]=1[C:4]([O:6][CH3:7])=[O:5]. The yield is 0.600. (2) The reactants are [F:1][C:2]1[CH:7]=[CH:6][CH:5]=[CH:4][C:3]=1[N:8]1[C:16]2[C:11](=[C:12]([N:17]3[CH2:24][C@H:23]4[C@H:19]([CH2:20][NH:21][CH2:22]4)[C:18]3=[O:25])[CH:13]=[CH:14][CH:15]=2)[CH:10]=[N:9]1.[OH:26][C:27]([CH3:32])([CH3:31])[C:28](O)=[O:29].C(N=C=NCCCN(C)C)C.ON=C(C#N)C(OCC)=O. The catalyst is N1C=CC=CC=1. The product is [F:1][C:2]1[CH:7]=[CH:6][CH:5]=[CH:4][C:3]=1[N:8]1[C:16]2[C:11](=[C:12]([N:17]3[CH2:24][C@H:23]4[C@H:19]([CH2:20][N:21]([C:28](=[O:29])[C:27]([OH:26])([CH3:32])[CH3:31])[CH2:22]4)[C:18]3=[O:25])[CH:13]=[CH:14][CH:15]=2)[CH:10]=[N:9]1. The yield is 0.400. (3) The reactants are [F:1][C:2]1[CH:7]=[CH:6][CH:5]=[CH:4][C:3]=1[C:8]1[CH:16]=[CH:15][CH:14]=[C:13]2[C:9]=1[CH2:10][C:11](=[O:17])[NH:12]2.[N:18]1([CH2:23][CH2:24][NH:25][C:26]([C:28]2[C:32]([CH3:33])=[C:31]([CH:34]=O)[NH:30][C:29]=2[CH3:36])=[O:27])[CH:22]=[CH:21][N:20]=[N:19]1. The catalyst is C(O)C.N1CCCCC1. The product is [N:18]1([CH2:23][CH2:24][NH:25][C:26]([C:28]2[C:32]([CH3:33])=[C:31]([CH:34]=[C:10]3[C:9]4[C:13](=[CH:14][CH:15]=[CH:16][C:8]=4[C:3]4[CH:4]=[CH:5][CH:6]=[CH:7][C:2]=4[F:1])[NH:12][C:11]3=[O:17])[NH:30][C:29]=2[CH3:36])=[O:27])[CH:22]=[CH:21][N:20]=[N:19]1. The yield is 0.450. (4) The reactants are [Br:1][C:2]1[C:7]([CH3:8])=[CH:6][C:5]([N:9]2[C:18]3[C:13](=[CH:14][C:15]([S:19](OC4C(F)=C(F)C(F)=C(F)C=4F)(=[O:21])=[O:20])=[CH:16][CH:17]=3)[CH:12]=[CH:11][C:10]2=[O:34])=[C:4]([O:35][CH3:36])[CH:3]=1.C1COCC1.[N:42]1[CH:47]=[CH:46][CH:45]=[N:44][C:43]=1[NH2:48].C[Si]([N-][Si](C)(C)C)(C)C.[Li+]. The catalyst is Cl.CCOC(C)=O. The product is [Br:1][C:2]1[C:7]([CH3:8])=[CH:6][C:5]([N:9]2[C:18]3[C:13](=[CH:14][C:15]([S:19]([NH:48][C:43]4[N:44]=[CH:45][CH:46]=[CH:47][N:42]=4)(=[O:21])=[O:20])=[CH:16][CH:17]=3)[CH:12]=[CH:11][C:10]2=[O:34])=[C:4]([O:35][CH3:36])[CH:3]=1. The yield is 0.830. (5) The reactants are [CH3:1][N:2]1[C:10]2[C:5](=[CH:6][C:7]([NH:11][C:12]([NH:14][C:15]3[CH:16]=[C:17]([CH:28]=[CH:29][CH:30]=3)[O:18][C:19]3[CH:24]=[CH:23][N:22]=[C:21]([C:25]([OH:27])=O)[CH:20]=3)=[O:13])=[CH:8][CH:9]=2)[CH:4]=[N:3]1.[NH2:31][CH2:32][CH2:33][N:34]1[CH2:39][CH2:38][CH2:37][CH2:36][CH2:35]1.ON1C2C=CC=CC=2N=N1.Cl.CN(C)CCCN=C=NCC.CN1CCOCC1. The catalyst is CN(C=O)C. The product is [CH3:1][N:2]1[C:10]2[C:5](=[CH:6][C:7]([NH:11][C:12]([NH:14][C:15]3[CH:16]=[C:17]([CH:28]=[CH:29][CH:30]=3)[O:18][C:19]3[CH:24]=[CH:23][N:22]=[C:21]([C:25]([NH:31][CH2:32][CH2:33][N:34]4[CH2:39][CH2:38][CH2:37][CH2:36][CH2:35]4)=[O:27])[CH:20]=3)=[O:13])=[CH:8][CH:9]=2)[CH:4]=[N:3]1. The yield is 0.780. (6) The reactants are [CH2:1]([OH:8])[C:2]1[CH:7]=[CH:6][CH:5]=[CH:4][CH:3]=1.[H-].[Na+].Cl[C:12]1[CH:19]=[CH:18][C:15]([C:16]#[N:17])=[CH:14][N:13]=1.[Cl-].[NH4+]. The catalyst is CN(C)C=O.O. The product is [CH2:1]([O:8][C:12]1[CH:19]=[CH:18][C:15]([C:16]#[N:17])=[CH:14][N:13]=1)[C:2]1[CH:7]=[CH:6][CH:5]=[CH:4][CH:3]=1. The yield is 0.400.